From a dataset of Forward reaction prediction with 1.9M reactions from USPTO patents (1976-2016). Predict the product of the given reaction. Given the reactants [CH2:1]([O:8][C:9](=[O:17])[NH:10][C:11]([CH3:16])([CH2:13][CH:14]=O)[CH3:12])[C:2]1[CH:7]=[CH:6][CH:5]=[CH:4][CH:3]=1.[CH3:18][O:19][CH2:20][CH2:21][NH:22][CH2:23][CH2:24][O:25][CH3:26].C(O[BH-](OC(=O)C)OC(=O)C)(=O)C.[Na+].C([O-])(O)=O.[Na+], predict the reaction product. The product is: [CH2:1]([O:8][C:9](=[O:17])[NH:10][C:11]([CH3:16])([CH2:13][CH2:14][N:22]([CH2:23][CH2:24][O:25][CH3:26])[CH2:21][CH2:20][O:19][CH3:18])[CH3:12])[C:2]1[CH:7]=[CH:6][CH:5]=[CH:4][CH:3]=1.